From a dataset of Forward reaction prediction with 1.9M reactions from USPTO patents (1976-2016). Predict the product of the given reaction. (1) The product is: [O:9]1[CH2:14][CH2:13][CH2:12][CH2:11][CH:10]1[O:1][CH2:2][C@H:3]1[NH:7][C:6](=[O:8])[CH2:5][CH2:4]1. Given the reactants [OH:1][CH2:2][C@H:3]1[NH:7][C:6](=[O:8])[CH2:5][CH2:4]1.[O:9]1[CH:14]=[CH:13][CH2:12][CH2:11][CH2:10]1.O.CC1C=CC(S(O)(=O)=O)=CC=1.C(=O)([O-])O.[Na+], predict the reaction product. (2) Given the reactants [OH:1][C:2]1[C:6]([C:7]([O:9][CH2:10][CH3:11])=[O:8])=[CH:5][NH:4][N:3]=1.C(N(CC)CC)C.[CH3:19][C:20]([O:23][C:24](O[C:24]([O:23][C:20]([CH3:22])([CH3:21])[CH3:19])=[O:25])=[O:25])([CH3:22])[CH3:21], predict the reaction product. The product is: [OH:1][C:2]1[C:6]([C:7]([O:9][CH2:10][CH3:11])=[O:8])=[CH:5][N:4]([C:24]([O:23][C:20]([CH3:22])([CH3:21])[CH3:19])=[O:25])[N:3]=1. (3) Given the reactants [CH3:1][C:2]([C:6]1[CH:11]=[CH:10][C:9]([C:12]2[N:16]=[CH:15][N:14]([C:17]3[CH:22]=[CH:21][C:20]([O:23][C:24]([F:27])([F:26])[F:25])=[CH:19][CH:18]=3)[N:13]=2)=[CH:8][CH:7]=1)([CH3:5])[CH2:3][NH2:4].[N+](C1C=CC([CH:37]2[S:41]/[C:40](=[N:42]\[C:43](=O)[O-:44])/[N:39]([C:46]3[CH:51]=[C:50]([CH3:52])[CH:49]=[CH:48][C:47]=3[CH:53]([CH3:55])[CH3:54])[C:38]2=[O:56])=CC=1)([O-])=O, predict the reaction product. The product is: [CH:53]([C:47]1[CH:48]=[CH:49][C:50]([CH3:52])=[CH:51][C:46]=1[N:39]1[C:38](=[O:56])[CH2:37][S:41]/[C:40]/1=[N:42]\[C:43]([NH:4][CH2:3][C:2]([CH3:1])([C:6]1[CH:11]=[CH:10][C:9]([C:12]2[N:16]=[CH:15][N:14]([C:17]3[CH:22]=[CH:21][C:20]([O:23][C:24]([F:27])([F:26])[F:25])=[CH:19][CH:18]=3)[N:13]=2)=[CH:8][CH:7]=1)[CH3:5])=[O:44])([CH3:55])[CH3:54]. (4) Given the reactants [CH3:1][N:2]1[CH:6]=[C:5]([C:7]2[C:8]([C:39]([F:42])([F:41])[F:40])=[CH:9][C:10]3[N:15]([C:16]4[C:20]5[CH2:21][N:22](C(OC(C)(C)C)=O)[CH2:23][CH2:24][C:19]=5[N:18]([CH:32]5[CH2:37][CH2:36][O:35][CH2:34][CH2:33]5)[N:17]=4)[CH2:14][CH2:13][O:12][C:11]=3[CH:38]=2)[CH:4]=[N:3]1.FC(F)(F)C(O)=O, predict the reaction product. The product is: [CH3:1][N:2]1[CH:6]=[C:5]([C:7]2[C:8]([C:39]([F:41])([F:40])[F:42])=[CH:9][C:10]3[N:15]([C:16]4[C:20]5[CH2:21][NH:22][CH2:23][CH2:24][C:19]=5[N:18]([CH:32]5[CH2:37][CH2:36][O:35][CH2:34][CH2:33]5)[N:17]=4)[CH2:14][CH2:13][O:12][C:11]=3[CH:38]=2)[CH:4]=[N:3]1. (5) Given the reactants [CH2:1]([O:3][C:4](=[O:17])[C:5]([NH:14][CH:15]=[O:16])=[CH:6][C:7]1[CH:12]=[CH:11][CH:10]=[CH:9][C:8]=1[Br:13])[CH3:2].[Br:18]N1C(=O)CCC1=O.C(N(CC)CC)C, predict the reaction product. The product is: [CH2:1]([O:3][C:4](=[O:17])[C:5]([NH:14][CH:15]=[O:16])=[C:6]([Br:18])[C:7]1[CH:12]=[CH:11][CH:10]=[CH:9][C:8]=1[Br:13])[CH3:2]. (6) Given the reactants Cl[C:2]1[N:7]=[CH:6][N:5]=[C:4]2[N:8]([C:11]3[CH:12]=[N:13][CH:14]=[CH:15][CH:16]=3)[N:9]=[CH:10][C:3]=12.O.[NH2:18][NH2:19], predict the reaction product. The product is: [NH:18]([C:2]1[N:7]=[CH:6][N:5]=[C:4]2[N:8]([C:11]3[CH:12]=[N:13][CH:14]=[CH:15][CH:16]=3)[N:9]=[CH:10][C:3]=12)[NH2:19]. (7) Given the reactants C(OC[N:10]1[C:14]([C:15]2[CH:20]=[CH:19][N:18]=[CH:17][C:16]=2[N:21]([CH3:38])[C:22](=[O:37])[C:23]2[CH:28]=[C:27]([C:29]([F:32])([F:31])[F:30])[CH:26]=[C:25]([C:33]([F:36])([F:35])[F:34])[CH:24]=2)=[C:13]([CH3:39])[CH:12]=[N:11]1)C1C=CC=CC=1.C(Cl)Cl, predict the reaction product. The product is: [CH3:38][N:21]([C:16]1[CH:17]=[N:18][CH:19]=[CH:20][C:15]=1[C:14]1[NH:10][N:11]=[CH:12][C:13]=1[CH3:39])[C:22](=[O:37])[C:23]1[CH:28]=[C:27]([C:29]([F:31])([F:30])[F:32])[CH:26]=[C:25]([C:33]([F:34])([F:35])[F:36])[CH:24]=1. (8) Given the reactants [H-].[H-].[H-].[H-].[Li+].[Al+3].[S:7]([C:11]1[CH:19]=[CH:18][C:14]([C:15](O)=[O:16])=[CH:13][CH:12]=1)(=[O:10])(=[O:9])[NH2:8], predict the reaction product. The product is: [OH:16][CH2:15][C:14]1[CH:13]=[CH:12][C:11]([S:7]([NH2:8])(=[O:9])=[O:10])=[CH:19][CH:18]=1. (9) Given the reactants C(=O)([O-])[O-].[K+].[K+].[NH2:7][CH2:8][CH2:9][OH:10].Br[CH2:12][C:13]([O:15][CH2:16][CH3:17])=[O:14], predict the reaction product. The product is: [CH2:16]([O:15][C:13](=[O:14])[CH2:12][NH:7][CH2:8][CH2:9][OH:10])[CH3:17].